Dataset: Full USPTO retrosynthesis dataset with 1.9M reactions from patents (1976-2016). Task: Predict the reactants needed to synthesize the given product. Given the product [C:1]([C:4]1[S:8][C:7]([N:9]2[CH2:14][CH2:13][N:12]([C:15]([O:17][C:18]([CH3:21])([CH3:20])[CH3:19])=[O:16])[CH2:11][CH2:10]2)=[N:6][CH:5]=1)#[N:2], predict the reactants needed to synthesize it. The reactants are: [C:1]([C:4]1[S:8][C:7]([N:9]2[CH2:14][CH2:13][N:12]([C:15]([O:17][C:18]([CH3:21])([CH3:20])[CH3:19])=[O:16])[CH2:11][CH2:10]2)=[N:6][CH:5]=1)(=O)[NH2:2].C(N(CC)CC)C.C(OC(C(F)(F)F)=O)(C(F)(F)F)=O.C([O-])(O)=O.[Na+].